Dataset: Reaction yield outcomes from USPTO patents with 853,638 reactions. Task: Predict the reaction yield, written as a fraction of the theoretical maximum amount of product (1.0 means a 100% yield; for example, 0.34 means a 34% yield). (1) The reactants are [CH3:1][N:2]1[CH:6]=[CH:5][C:4]([C:7]([OH:9])=O)=[N:3]1.CN(C(ON1N=N[C:20]2[CH:21]=CC=N[C:19]1=2)=[N+](C)C)C.[F:27][P-](F)(F)(F)(F)F.C(N(CC)[CH:38]([CH3:40])[CH3:39])(C)C.[F:43][C:44]1[C:59]([F:60])=[CH:58][C:47]2[NH:48][C:49]([CH2:51][CH:52]3[CH2:57][CH2:56][CH2:55][CH2:54][NH:53]3)=[N:50][C:46]=2[CH:45]=1. The catalyst is CN(C=O)C.C(OCC)C. The product is [F:43][C:44]1[C:59]([F:60])=[CH:58][C:47]2[NH:48][C:49]([CH2:51][CH:52]3[CH2:57][CH2:56][CH2:55][CH2:54][N:53]3[C:7]([C:4]3[C:5]([C:39]4[CH:38]=[CH:40][C:21]([F:27])=[CH:20][CH:19]=4)=[CH:6][N:2]([CH3:1])[N:3]=3)=[O:9])=[N:50][C:46]=2[CH:45]=1. The yield is 0.570. (2) The reactants are C([O-])([O-])=O.[Na+].[Na+].[Cl:7][C:8]1[C:13](B(O)O)=[CH:12][CH:11]=[CH:10][N:9]=1.Cl[C:18]1[C:19]([CH3:38])=[N:20][C:21]2[C:26]([N:27]=1)=[C:25]([C:28]1[NH:36][C:35]3[CH2:34][CH2:33][NH:32][C:31](=[O:37])[C:30]=3[CH:29]=1)[CH:24]=[CH:23][CH:22]=2. No catalyst specified. The product is [Cl:7][C:8]1[C:13]([C:18]2[C:19]([CH3:38])=[N:20][C:21]3[C:26]([N:27]=2)=[C:25]([C:28]2[NH:36][C:35]4[CH2:34][CH2:33][NH:32][C:31](=[O:37])[C:30]=4[CH:29]=2)[CH:24]=[CH:23][CH:22]=3)=[CH:12][CH:11]=[CH:10][N:9]=1. The yield is 0.0400. (3) The yield is 0.750. The product is [OH:8][C:5]1[CH2:6][CH2:7][C:2]([CH3:9])([CH3:1])[CH2:3][C:4]=1[C:10]([O:11][CH3:12])=[O:13]. The reactants are [CH3:1][C:2]1([CH3:9])[CH2:7][CH2:6][C:5](=[O:8])[CH2:4][CH2:3]1.[C:10](=O)([O:13]C)[O:11][CH3:12].[H-].[Na+].CO. The catalyst is C1COCC1. (4) The reactants are Br[C:2]1[CH:10]=[CH:9][CH:8]=[CH:7][C:3]=1[C:4]([OH:6])=[O:5].C([O-])([O-])=[O:12].[Na+].[Na+].CN[C@@H]1CCCC[C@H]1NC.Cl. The catalyst is CN[C@@H]1CCCC[C@H]1NC.C(#N)C.O. The product is [C:4]([OH:6])(=[O:5])[C:3]1[C:2](=[CH:10][CH:9]=[CH:8][CH:7]=1)[OH:12]. The yield is 0.980. (5) The reactants are [CH3:1][O:2][C:3]1[CH:4]=[C:5]2[C:9](=[CH:10][CH:11]=1)[N:8]([CH3:12])[CH:7]=[C:6]2[C:13]1[N:23]([CH2:24][O:25][CH2:26][CH2:27][Si:28]([CH3:31])([CH3:30])[CH3:29])[C:16]2=[N:17][CH:18]=[C:19]([CH2:21]O)[N:20]=[C:15]2[CH:14]=1.O=S(Cl)Cl.[N-:36]=[N+:37]=[N-:38].[Na+].CN(C=O)C. The catalyst is C(Cl)Cl. The product is [N:36]([CH2:21][C:19]1[N:20]=[C:15]2[CH:14]=[C:13]([C:6]3[C:5]4[C:9](=[CH:10][CH:11]=[C:3]([O:2][CH3:1])[CH:4]=4)[N:8]([CH3:12])[CH:7]=3)[N:23]([CH2:24][O:25][CH2:26][CH2:27][Si:28]([CH3:29])([CH3:31])[CH3:30])[C:16]2=[N:17][CH:18]=1)=[N+:37]=[N-:38]. The yield is 0.870. (6) The reactants are [CH2:1]([O:3][C:4](=[O:35])[C:5]1[CH:10]=[C:9]([C:11]2[CH2:15][CH2:14][CH2:13][C:12]=2[C:16]2[CH:21]=[C:20]([C:22]([F:25])([F:24])[F:23])[CH:19]=[CH:18][C:17]=2[O:26][CH2:27][C:28]2[CH:33]=[CH:32][CH:31]=[CH:30][CH:29]=2)[CH:8]=[C:7]([NH2:34])[CH:6]=1)[CH3:2].N1C=CC=CC=1.[CH3:42][S:43](Cl)(=[O:45])=[O:44].O. The catalyst is CN(C1C=CN=CC=1)C.ClCCl. The product is [CH2:1]([O:3][C:4](=[O:35])[C:5]1[CH:10]=[C:9]([C:11]2[CH2:15][CH2:14][CH2:13][C:12]=2[C:16]2[CH:21]=[C:20]([C:22]([F:25])([F:24])[F:23])[CH:19]=[CH:18][C:17]=2[O:26][CH2:27][C:28]2[CH:33]=[CH:32][CH:31]=[CH:30][CH:29]=2)[CH:8]=[C:7]([NH:34][S:43]([CH3:42])(=[O:45])=[O:44])[CH:6]=1)[CH3:2]. The yield is 0.780. (7) The reactants are [C:1]([O:5][C:6]([N:8]1[C@@H:12]([CH3:13])[CH2:11][CH2:10][C@H:9]1[C:14](O)=[O:15])=[O:7])([CH3:4])([CH3:3])[CH3:2].B.CSC.CO. The catalyst is O1CCCC1. The product is [OH:15][CH2:14][C@@H:9]1[CH2:10][CH2:11][C@H:12]([CH3:13])[N:8]1[C:6]([O:5][C:1]([CH3:2])([CH3:4])[CH3:3])=[O:7]. The yield is 0.930. (8) The catalyst is C(O)C. The yield is 0.670. The product is [Cl:1][C:2]1[CH:3]=[C:4]([CH2:30][OH:31])[C:5]2[C:6]([CH:29]=1)=[N:7][N:8]([CH2:10][C:11]([NH:15][C:16](=[O:28])[C:17]1[CH:18]=[CH:19][C:20]([O:23][C:24]([F:25])([F:27])[F:26])=[CH:21][CH:22]=1)([C:13]#[N:14])[CH3:12])[N:9]=2. The reactants are [Cl:1][C:2]1[CH:3]=[C:4]([CH:30]=[O:31])[C:5]2[C:6]([CH:29]=1)=[N:7][N:8]([CH2:10][C:11]([NH:15][C:16](=[O:28])[C:17]1[CH:22]=[CH:21][C:20]([O:23][C:24]([F:27])([F:26])[F:25])=[CH:19][CH:18]=1)([C:13]#[N:14])[CH3:12])[N:9]=2.C(O[BH-](OC(=O)C)OC(=O)C)(=O)C.[Na+]. (9) The reactants are [CH:1]([C@H:3]1[CH2:7][CH2:6][C:5](=[O:8])[N:4]1[CH2:9][CH2:10][CH2:11][CH2:12][CH2:13][CH2:14][C:15]([O:17][CH3:18])=[O:16])=O.[CH3:19][CH:20]([CH2:30][C:31]#[C:32][CH3:33])[C:21](=[O:29])[CH2:22]P(=O)(OC)OC.[Cl-].[Li+].C(N(CC)CC)C.[Cl-].[NH4+]. The catalyst is C1COCC1. The product is [CH3:19][CH:20]([CH2:30][C:31]#[C:32][CH3:33])[C:21](=[O:29])/[CH:22]=[CH:1]/[C@H:3]1[CH2:7][CH2:6][C:5](=[O:8])[N:4]1[CH2:9][CH2:10][CH2:11][CH2:12][CH2:13][CH2:14][C:15]([O:17][CH3:18])=[O:16]. The yield is 0.510. (10) The reactants are Br[C:2]1[CH:22]=[CH:21][C:5]([CH2:6][S:7]([NH:10][C:11]2[CH:19]=[CH:18][C:14]([C:15]([OH:17])=[O:16])=[C:13]([OH:20])[CH:12]=2)(=[O:9])=[O:8])=[CH:4][CH:3]=1.[C:23]1(B(O)O)[CH:28]=[CH:27][CH:26]=[CH:25][CH:24]=1.CCN(C(C)C)C(C)C.C(Cl)Cl. The catalyst is C1C=CC(P(C2C=CC=CC=2)[C-]2C=CC=C2)=CC=1.C1C=CC(P(C2C=CC=CC=2)[C-]2C=CC=C2)=CC=1.Cl[Pd]Cl.[Fe+2]. The product is [C:2]1([C:23]2[CH:28]=[CH:27][CH:26]=[CH:25][CH:24]=2)[CH:22]=[CH:21][C:5]([CH2:6][S:7]([NH:10][C:11]2[CH:19]=[CH:18][C:14]([C:15]([OH:17])=[O:16])=[C:13]([OH:20])[CH:12]=2)(=[O:9])=[O:8])=[CH:4][CH:3]=1. The yield is 0.900.